From a dataset of Forward reaction prediction with 1.9M reactions from USPTO patents (1976-2016). Predict the product of the given reaction. (1) Given the reactants [CH3:1][N:2]1[C:6]([CH:7]2[CH2:12][CH:11]([S:13]([C:16]3[CH:21]=[CH:20][CH:19]=[C:18]([C:22]([F:25])([F:24])[F:23])[CH:17]=3)(=[O:15])=[O:14])[CH2:10][CH2:9][O:8]2)=[CH:5][C:4]([C:26]([F:29])([F:28])[F:27])=[N:3]1.[CH3:30]C([O-])(C)C.[K+], predict the reaction product. The product is: [CH3:1][N:2]1[C:6]([CH:7]2[CH2:12][C:11]([CH3:30])([S:13]([C:16]3[CH:21]=[CH:20][CH:19]=[C:18]([C:22]([F:25])([F:24])[F:23])[CH:17]=3)(=[O:15])=[O:14])[CH2:10][CH2:9][O:8]2)=[CH:5][C:4]([C:26]([F:27])([F:29])[F:28])=[N:3]1. (2) Given the reactants [O:1]=[C:2]1[C:6]2([CH2:11][CH2:10][NH:9][CH2:8][CH2:7]2)[N:5]([C:12]2[CH:17]=[CH:16][CH:15]=[CH:14][CH:13]=2)[CH2:4][N:3]1[CH2:18][C:19]1[CH:31]=[CH:30][C:22]([C:23]([O:25][C:26]([CH3:29])([CH3:28])[CH3:27])=[O:24])=[CH:21][CH:20]=1.Cl[CH2:33][CH2:34][CH2:35][N:36]1[C:44]2[C:39](=[CH:40][CH:41]=[CH:42][CH:43]=2)[CH2:38][C:37]1=[O:45].[I-].[Na+].C(=O)([O-])[O-].[K+].[K+], predict the reaction product. The product is: [O:1]=[C:2]1[C:6]2([CH2:11][CH2:10][N:9]([CH2:33][CH2:34][CH2:35][N:36]3[C:44]4[C:39](=[CH:40][CH:41]=[CH:42][CH:43]=4)[CH2:38][C:37]3=[O:45])[CH2:8][CH2:7]2)[N:5]([C:12]2[CH:17]=[CH:16][CH:15]=[CH:14][CH:13]=2)[CH2:4][N:3]1[CH2:18][C:19]1[CH:20]=[CH:21][C:22]([C:23]([O:25][C:26]([CH3:28])([CH3:27])[CH3:29])=[O:24])=[CH:30][CH:31]=1. (3) Given the reactants [F:1][C:2]1[CH:3]=[N:4][C:5]2[C:10]([C:11]=1[CH2:12][CH2:13][C:14]13[CH2:21][CH2:20][C:17]([NH:22]C(=O)OC(C)(C)C)([CH2:18][CH2:19]1)[CH2:16][O:15]3)=[N:9][C:8]([O:30]C)=[CH:7][CH:6]=2.[ClH:32], predict the reaction product. The product is: [ClH:32].[NH2:22][C:17]12[CH2:20][CH2:21][C:14]([CH2:13][CH2:12][C:11]3[C:2]([F:1])=[CH:3][N:4]=[C:5]4[C:10]=3[N:9]=[C:8]([OH:30])[CH:7]=[CH:6]4)([CH2:19][CH2:18]1)[O:15][CH2:16]2. (4) Given the reactants C[O:2][C:3]([C:5]1[CH:10]=[CH:9][N:8]2[C:11](=[O:22])[N:12]([CH2:14][O:15][CH2:16][CH2:17][Si:18]([CH3:21])([CH3:20])[CH3:19])[N:13]=[C:7]2[C:6]=1[O:23][CH3:24])=O.CC(C[AlH]CC(C)C)C.CO.[C@H](O)(C([O-])=O)[C@@H](O)C([O-])=O.[Na+].[K+], predict the reaction product. The product is: [OH:2][CH2:3][C:5]1[CH:10]=[CH:9][N:8]2[C:11](=[O:22])[N:12]([CH2:14][O:15][CH2:16][CH2:17][Si:18]([CH3:19])([CH3:21])[CH3:20])[N:13]=[C:7]2[C:6]=1[O:23][CH3:24].